From a dataset of Forward reaction prediction with 1.9M reactions from USPTO patents (1976-2016). Predict the product of the given reaction. (1) Given the reactants [F:1][C:2]1[CH:7]=[CH:6][CH:5]=[C:4]([F:8])[C:3]=1[C:9]1[NH:17][C:16]2[CH2:15][CH2:14][N:13]([C:18]3[N:19]=[C:20]([C:24]4[CH:25]=[N:26][CH:27]=[CH:28][CH:29]=4)[S:21][C:22]=3[CH3:23])[CH2:12][C:11]=2[CH:10]=1.[I:30]N1C(=O)CCC1=O, predict the reaction product. The product is: [F:1][C:2]1[CH:7]=[CH:6][CH:5]=[C:4]([F:8])[C:3]=1[C:9]1[NH:17][C:16]2[CH2:15][CH2:14][N:13]([C:18]3[N:19]=[C:20]([C:24]4[CH:25]=[N:26][CH:27]=[CH:28][CH:29]=4)[S:21][C:22]=3[CH3:23])[CH2:12][C:11]=2[C:10]=1[I:30]. (2) Given the reactants [O:1]1[CH2:5][CH2:4][O:3][CH:2]1[C:6]1[CH:7]=[C:8]([CH:15]=O)[S:9][C:10]=1[Si:11]([CH3:14])([CH3:13])[CH3:12].C1(P(=[CH:36][C:37]([O:39][CH3:40])=[O:38])(C2C=CC=CC=2)C2C=CC=CC=2)C=CC=CC=1, predict the reaction product. The product is: [O:3]1[CH2:4][CH2:5][O:1][CH:2]1[C:6]1[CH:7]=[C:8](/[CH:15]=[CH:36]/[C:37]([O:39][CH3:40])=[O:38])[S:9][C:10]=1[Si:11]([CH3:12])([CH3:13])[CH3:14]. (3) Given the reactants [F:1][C:2]1[C:7]([CH3:8])=[CH:6][C:5]([N+:9]([O-])=O)=[CH:4][C:3]=1[C@:12]1([CH2:23][F:24])[CH2:17][C@@H:16]([C:18]([F:21])([F:20])[F:19])[O:15][C:14]([NH2:22])=[N:13]1.N#N.C(O)(=O)C, predict the reaction product. The product is: [NH2:9][C:5]1[CH:6]=[C:7]([CH3:8])[C:2]([F:1])=[C:3]([C@:12]2([CH2:23][F:24])[CH2:17][C@@H:16]([C:18]([F:21])([F:19])[F:20])[O:15][C:14]([NH2:22])=[N:13]2)[CH:4]=1.